This data is from NCI-60 drug combinations with 297,098 pairs across 59 cell lines. The task is: Regression. Given two drug SMILES strings and cell line genomic features, predict the synergy score measuring deviation from expected non-interaction effect. Drug 1: C1CCC(C1)C(CC#N)N2C=C(C=N2)C3=C4C=CNC4=NC=N3. Drug 2: C(CCl)NC(=O)N(CCCl)N=O. Cell line: SK-MEL-28. Synergy scores: CSS=-5.73, Synergy_ZIP=2.00, Synergy_Bliss=1.31, Synergy_Loewe=-4.37, Synergy_HSA=-3.21.